The task is: Binary Classification. Given a drug SMILES string, predict its activity (active/inactive) in a high-throughput screening assay against a specified biological target.. This data is from Cav3 T-type calcium channel HTS with 100,875 compounds. (1) The result is 0 (inactive). The drug is O(C(=O)C1=C(C(/N=C1C)=N/Nc1ccccc1)C)CC. (2) The drug is FC(F)(F)C1(NC(=O)C2CC2)C2=C(N(C1=O)CCCC)CC(CC2=O)(C)C. The result is 0 (inactive). (3) The compound is S(=O)(=O)(N1CC(CCC1)C(=O)Nc1c(OCC)cccc1)c1cc(c(OC)cc1)C. The result is 1 (active). (4) The molecule is O(C1=C/C(=c2\c3CCCCc3[nH]c(N)c2C#N)C=CC1=O)C. The result is 0 (inactive). (5) The drug is S(=O)(=O)(N(CC(=O)Nc1cc(OC)c(OC)cc1)C)c1ccccc1. The result is 0 (inactive). (6) The compound is S1(=O)(=O)CCC(=O)N(c2c1cccc2)CC(=O)NCC(OCC)=O. The result is 0 (inactive). (7) The drug is Clc1c(NC(=O)COC(=O)c2[nH]c(c(c2C)C(=O)C)C)ncc(Cl)c1C. The result is 0 (inactive).